Dataset: Reaction yield outcomes from USPTO patents with 853,638 reactions. Task: Predict the reaction yield, written as a fraction of the theoretical maximum amount of product (1.0 means a 100% yield; for example, 0.34 means a 34% yield). (1) The reactants are [F:1][C:2]1[C:7]([NH2:8])=[CH:6][C:5]([F:9])=[CH:4][C:3]=1[NH2:10].N1C=CC=CC=1.[CH2:17]([S:20](Cl)(=[O:22])=[O:21])[CH2:18][CH3:19].C([O-])(O)=O.[Na+]. The catalyst is C1COCC1.C(OCC)(=O)C.C(Cl)Cl. The product is [NH2:10][C:3]1[C:2]([F:1])=[C:7]([NH:8][S:20]([CH2:17][CH2:18][CH3:19])(=[O:22])=[O:21])[CH:6]=[C:5]([F:9])[CH:4]=1. The yield is 0.140. (2) The reactants are CC(C)([O-])C.[K+].[C:7]([CH2:9]P(=O)(OCC)OCC)#[N:8].[CH3:18][C:19]1([C:24]#[N:25])[CH2:22][C:21](=O)[CH2:20]1. The catalyst is O1CCCC1. The product is [C:7]([CH:9]=[C:21]1[CH2:22][C:19]([CH3:18])([C:24]#[N:25])[CH2:20]1)#[N:8]. The yield is 0.468. (3) The reactants are [CH2:1]([O:8][C:9]1[N:10]=[N:11][C:12](Cl)=[CH:13][C:14]=1[O:15][CH2:16][C:17]1[CH:22]=[CH:21][CH:20]=[CH:19][CH:18]=1)[C:2]1[CH:7]=[CH:6][CH:5]=[CH:4][CH:3]=1.[F:24][C:25]([F:38])([F:37])[C:26]1[CH:36]=[CH:35][C:29](/[CH:30]=[CH:31]/B(O)O)=[CH:28][CH:27]=1.C(=O)([O-])[O-].[K+].[K+]. No catalyst specified. The product is [CH2:1]([O:8][C:9]1[N:10]=[N:11][C:12](/[CH:31]=[CH:30]/[C:29]2[CH:28]=[CH:27][C:26]([C:25]([F:24])([F:37])[F:38])=[CH:36][CH:35]=2)=[CH:13][C:14]=1[O:15][CH2:16][C:17]1[CH:22]=[CH:21][CH:20]=[CH:19][CH:18]=1)[C:2]1[CH:7]=[CH:6][CH:5]=[CH:4][CH:3]=1. The yield is 0.790. (4) The reactants are [F:1][C:2]1[CH:7]=[CH:6][C:5]([N:8]2[C:12]([C:13]3[CH:18]=[CH:17][C:16]([N+:19]([O-])=O)=[CH:15][CH:14]=3)=[CH:11][CH:10]=[C:9]2[C:22]2[CH:27]=[CH:26][C:25]([N+:28]([O-])=O)=[CH:24][CH:23]=2)=[CH:4][CH:3]=1.[Cl-].[NH4+].O. The catalyst is C(O)C.C1COCC1.[Fe]. The product is [F:1][C:2]1[CH:7]=[CH:6][C:5]([N:8]2[C:9]([C:22]3[CH:27]=[CH:26][C:25]([NH2:28])=[CH:24][CH:23]=3)=[CH:10][CH:11]=[C:12]2[C:13]2[CH:18]=[CH:17][C:16]([NH2:19])=[CH:15][CH:14]=2)=[CH:4][CH:3]=1. The yield is 0.770. (5) The reactants are N1CCCCC1.[CH2:7]([O:13][C:14]1[CH:15]=[C:16]([CH:19]=[CH:20][C:21]=1[O:22][CH3:23])[CH:17]=O)[CH2:8][CH2:9][CH2:10][C:11]#[CH:12].C([CH2:27][C:28]([NH:30][C:31]1[CH:39]=[CH:38][CH:37]=[CH:36][C:32]=1[C:33]([OH:35])=[O:34])=[O:29])(O)=O.Cl. The catalyst is C1(C)C=CC=CC=1. The product is [CH2:7]([O:13][C:14]1[CH:15]=[C:16](/[CH:17]=[CH:27]/[C:28]([NH:30][C:31]2[CH:39]=[CH:38][CH:37]=[CH:36][C:32]=2[C:33]([OH:35])=[O:34])=[O:29])[CH:19]=[CH:20][C:21]=1[O:22][CH3:23])[CH2:8][CH2:9][CH2:10][C:11]#[CH:12]. The yield is 0.700. (6) The reactants are [CH3:1][O:2][C:3]1[C:4]([CH:21]=[CH2:22])=[CH:5][C:6]2[CH:12]([CH3:13])[CH2:11][N:10]([C:14](=[O:19])[C:15]([F:18])([F:17])[F:16])[CH2:9][CH2:8][C:7]=2[N:20]=1. The yield is 0.690. The product is [CH2:21]([C:4]1[C:3]([O:2][CH3:1])=[N:20][C:7]2[CH2:8][CH2:9][N:10]([C:14](=[O:19])[C:15]([F:18])([F:16])[F:17])[CH2:11][CH:12]([CH3:13])[C:6]=2[CH:5]=1)[CH3:22]. The catalyst is [Pd].CO. (7) The reactants are [F:1][C:2]1[CH:8]=[CH:7][CH:6]=[CH:5][C:3]=1[NH2:4].Cl[C:10]1[C:11]2[N:12]([CH:25]=[CH:26][CH:27]=2)[C:13]2[CH:14]=[CH:15][CH:16]=[C:17]([C:20]([O:22][CH2:23][CH3:24])=[O:21])[C:18]=2[N:19]=1.O. The catalyst is CN(C=O)C. The product is [F:1][C:2]1[CH:8]=[CH:7][CH:6]=[CH:5][C:3]=1[NH:4][C:10]1[C:11]2[N:12]([CH:25]=[CH:26][CH:27]=2)[C:13]2[CH:14]=[CH:15][CH:16]=[C:17]([C:20]([O:22][CH2:23][CH3:24])=[O:21])[C:18]=2[N:19]=1. The yield is 0.600.